Dataset: Full USPTO retrosynthesis dataset with 1.9M reactions from patents (1976-2016). Task: Predict the reactants needed to synthesize the given product. (1) Given the product [Cl:34][C:30]1[CH:29]=[C:28]([C:26]2[C:7]3[C:6](=[CH:11][CH:10]=[C:9]([CH:12]([C:19]4[CH:24]=[CH:23][C:22]([Cl:25])=[CH:21][CH:20]=4)[C:13]4[CH:14]=[N:15][CH:16]=[CH:17][CH:18]=4)[CH:8]=3)[N:5]=[C:2]([CH3:3])[CH:1]=2)[CH:33]=[CH:32][CH:31]=1, predict the reactants needed to synthesize it. The reactants are: [CH3:1][C:2](=O)[CH3:3].[NH2:5][C:6]1[CH:11]=[CH:10][C:9]([CH:12]([C:19]2[CH:24]=[CH:23][C:22]([Cl:25])=[CH:21][CH:20]=2)[C:13]2[CH:14]=[N:15][CH:16]=[CH:17][CH:18]=2)=[CH:8][C:7]=1[C:26]([C:28]1[CH:33]=[CH:32][CH:31]=[C:30]([Cl:34])[CH:29]=1)=O.[NH4+].[OH-]. (2) Given the product [Br:1][C:2]1[CH:3]=[CH:4][C:5]2[O:6][C:7]3[C:8](=[CH:12][C:13]([O:16][CH3:17])=[CH:14][CH:15]=3)[C:9](=[O:11])[C:18]=2[CH:19]=1, predict the reactants needed to synthesize it. The reactants are: [Br:1][C:2]1[CH:19]=[CH:18][C:5]([O:6][C:7]2[CH:15]=[CH:14][C:13]([O:16][CH3:17])=[CH:12][C:8]=2[C:9]([OH:11])=O)=[CH:4][CH:3]=1.S(=O)(=O)(O)O. (3) Given the product [CH3:23][N:22]([CH:15]([C:16]1[CH:21]=[CH:20][CH:19]=[CH:18][CH:17]=1)[C:3]1[C:4]2[C:9](=[CH:8][CH:7]=[CH:6][C:5]=2[O:10][C:11](=[O:13])[CH3:12])[NH:1][CH:2]=1)[CH3:24], predict the reactants needed to synthesize it. The reactants are: [NH:1]1[C:9]2[C:4](=[C:5]([O:10][C:11](=[O:13])[CH3:12])[CH:6]=[CH:7][CH:8]=2)[CH:3]=[CH:2]1.[Cl-].[CH:15](=[N+:22]([CH3:24])[CH3:23])[C:16]1[CH:21]=[CH:20][CH:19]=[CH:18][CH:17]=1.